Dataset: Full USPTO retrosynthesis dataset with 1.9M reactions from patents (1976-2016). Task: Predict the reactants needed to synthesize the given product. Given the product [NH2:9][C:10]1[CH2:31][O:30][CH2:29][C@:12]2([C:25]3[CH:24]=[C:23]([C:35]4[CH2:36][CH2:37][O:32][CH2:33][CH:34]=4)[CH:22]=[C:21]([F:27])[C:20]=3[O:19][C:18]3[C:13]2=[CH:14][C:15]([OH:28])=[CH:16][CH:17]=3)[N:11]=1, predict the reactants needed to synthesize it. The reactants are: P([O-])([O-])([O-])=O.[K+].[K+].[K+].[NH2:9][C:10]1[CH2:31][O:30][CH2:29][C@:12]2([C:25]3[CH:24]=[C:23](Br)[CH:22]=[C:21]([F:27])[C:20]=3[O:19][C:18]3[C:13]2=[CH:14][C:15]([OH:28])=[CH:16][CH:17]=3)[N:11]=1.[O:32]1[CH2:37][CH:36]=[C:35](B2OC(C)(C)C(C)(C)O2)[CH2:34][CH2:33]1.